This data is from Full USPTO retrosynthesis dataset with 1.9M reactions from patents (1976-2016). The task is: Predict the reactants needed to synthesize the given product. Given the product [CH:1]1([C:6]2[CH2:10][CH2:9][C:8](=[N:11][OH:12])[C:7]=2[C:13]2[CH:18]=[CH:17][CH:16]=[C:15]([OH:19])[CH:14]=2)[CH2:2][CH2:3][CH2:4][CH2:5]1, predict the reactants needed to synthesize it. The reactants are: [CH:1]1([C:6]2[CH2:10][CH2:9][C:8](=[N:11][OH:12])[C:7]=2[C:13]2[CH:18]=[CH:17][CH:16]=[C:15]([O:19]C)[CH:14]=2)[CH2:5][CH2:4][CH2:3][CH2:2]1.B(Br)(Br)Br.C(=O)([O-])[O-].[Na+].[Na+].